From a dataset of Forward reaction prediction with 1.9M reactions from USPTO patents (1976-2016). Predict the product of the given reaction. (1) Given the reactants [I:1][C:2]1[CH:7]=[CH:6][C:5]([NH2:8])=[C:4]([N+:9]([O-:11])=[O:10])[CH:3]=1.[H-].[Na+].[CH3:14]N(C=O)C.IC, predict the reaction product. The product is: [I:1][C:2]1[CH:7]=[CH:6][C:5]([NH:8][CH3:14])=[C:4]([N+:9]([O-:11])=[O:10])[CH:3]=1. (2) Given the reactants N[C:2]1[C:11]2[N:10]=[CH:9][C:8](=[O:12])[NH:7][C:6]=2[N:5]=[C:4]([S:13][CH2:14][C:15]2[CH:20]=[CH:19][CH:18]=[C:17]([F:21])[C:16]=2[F:22])[N:3]=1.C(Br)(Br)[Br:24].C(ON=O)CC(C)C, predict the reaction product. The product is: [Br:24][C:2]1[C:11]2[N:10]=[CH:9][C:8](=[O:12])[NH:7][C:6]=2[N:5]=[C:4]([S:13][CH2:14][C:15]2[CH:20]=[CH:19][CH:18]=[C:17]([F:21])[C:16]=2[F:22])[N:3]=1. (3) Given the reactants [CH2:1]([O:8][C:9]1[CH:10]=[C:11]([CH:15]([NH:19][C:20]([CH:22]2[CH2:25][CH2:24][CH2:23]2)=[O:21])C(O)=O)[CH:12]=[CH:13][CH:14]=1)[C:2]1[CH:7]=[CH:6][CH:5]=[CH:4][CH:3]=1.N1C=CC=CC=1.[CH2:32]([O:34][C:35](=[O:39])[C:36](Cl)=[O:37])[CH3:33].[O-]CC.[Na+], predict the reaction product. The product is: [CH2:32]([O:34][C:35](=[O:39])[C:36](=[O:37])[CH:15]([C:11]1[CH:12]=[CH:13][CH:14]=[C:9]([O:8][CH2:1][C:2]2[CH:7]=[CH:6][CH:5]=[CH:4][CH:3]=2)[CH:10]=1)[NH:19][C:20]([CH:22]1[CH2:25][CH2:24][CH2:23]1)=[O:21])[CH3:33]. (4) Given the reactants Br[C:2]1[CH:7]=[CH:6][C:5]([C:8]2[C:12]3[CH2:13][C:14]4[S:15][CH:16]=[CH:17][C:18]=4[C:11]=3[N:10]([CH2:19][O:20][CH2:21][CH2:22][Si:23]([CH3:26])([CH3:25])[CH3:24])[N:9]=2)=[CH:4][CH:3]=1.[CH:27](/B(O)O)=[CH:28]\[C:29]1[CH:34]=[CH:33][CH:32]=[CH:31][CH:30]=1.C([O-])([O-])=O.[Na+].[Na+], predict the reaction product. The product is: [CH:27]([C:2]1[CH:3]=[CH:4][C:5]([C:8]2[C:12]3[CH2:13][C:14]4[S:15][CH:16]=[CH:17][C:18]=4[C:11]=3[N:10]([CH2:19][O:20][CH2:21][CH2:22][Si:23]([CH3:24])([CH3:25])[CH3:26])[N:9]=2)=[CH:6][CH:7]=1)=[CH:28][C:29]1[CH:34]=[CH:33][CH:32]=[CH:31][CH:30]=1. (5) Given the reactants [F:1][C:2]1[CH:16]=[C:15]([N+:17]([O-])=O)[CH:14]=[CH:13][C:3]=1[O:4][C:5]1[C:6]([CH3:12])=[N:7][C:8]([CH3:11])=[CH:9][CH:10]=1, predict the reaction product. The product is: [CH3:12][C:6]1[C:5]([O:4][C:3]2[CH:13]=[CH:14][C:15]([NH2:17])=[CH:16][C:2]=2[F:1])=[CH:10][CH:9]=[C:8]([CH3:11])[N:7]=1. (6) The product is: [CH3:33][N:32]1[C:25]2[N:26]([C:27](=[O:29])[N:28]=[C:23]([O:19][CH2:18][C:15]3[CH:16]=[CH:17][C:12]([O:11][C:9]4[CH:8]=[CH:7][N:6]=[C:5]([C:4]([F:3])([F:20])[F:21])[CH:10]=4)=[CH:13][CH:14]=3)[CH:24]=2)[CH2:30][CH2:31]1. Given the reactants [H-].[Na+].[F:3][C:4]([F:21])([F:20])[C:5]1[CH:10]=[C:9]([O:11][C:12]2[CH:17]=[CH:16][C:15]([CH2:18][OH:19])=[CH:14][CH:13]=2)[CH:8]=[CH:7][N:6]=1.Cl[C:23]1[CH:24]=[C:25]2[N:32]([CH3:33])[CH2:31][CH2:30][N:26]2[C:27](=[O:29])[N:28]=1, predict the reaction product. (7) Given the reactants [CH3:1][O:2][C:3](=[O:31])[CH:4]([C:17]1[CH:22]=[C:21]([C:23]([F:26])([F:25])[F:24])[CH:20]=[C:19]([C:27]([F:30])([F:29])[F:28])[CH:18]=1)[N:5]1[C:14]2[C:9](=[CH:10][CH:11]=[CH:12][CH:13]=2)[NH:8][CH:7]([CH2:15][CH3:16])[CH2:6]1.N1C=CC=CC=1.Cl[C:39]([O:41][CH2:42][CH3:43])=[O:40], predict the reaction product. The product is: [CH2:42]([O:41][C:39]([N:8]1[C:9]2[C:14](=[CH:13][CH:12]=[CH:11][CH:10]=2)[N:5]([CH:4]([C:17]2[CH:22]=[C:21]([C:23]([F:24])([F:25])[F:26])[CH:20]=[C:19]([C:27]([F:28])([F:29])[F:30])[CH:18]=2)[C:3]([O:2][CH3:1])=[O:31])[CH2:6][CH:7]1[CH2:15][CH3:16])=[O:40])[CH3:43]. (8) Given the reactants [NH2:1][C:2]1([C:15]([O:17][CH2:18][CH3:19])=[O:16])[CH2:7][CH2:6][N:5]([CH2:8][C:9]2[CH:14]=[CH:13][CH:12]=[CH:11][CH:10]=2)[CH2:4][CH2:3]1.N1C=CC=CC=1.[Cl:26][CH2:27][CH2:28][CH2:29][C:30](Cl)=[O:31].C([O-])(O)=O.[Na+], predict the reaction product. The product is: [CH2:8]([N:5]1[CH2:4][CH2:3][C:2]([NH:1][C:30](=[O:31])[CH2:29][CH2:28][CH2:27][Cl:26])([C:15]([O:17][CH2:18][CH3:19])=[O:16])[CH2:7][CH2:6]1)[C:9]1[CH:10]=[CH:11][CH:12]=[CH:13][CH:14]=1. (9) Given the reactants [Si:1]([O:8][CH2:9][C:10]([NH:13][C:14]([C:16]1[C:20]2=[N:21][C:22]([C:25]3[C:33]4[C:28](=[CH:29][C:30]([F:34])=[CH:31][CH:32]=4)[N:27]([CH2:35][CH2:36][C:37](=[O:39])[CH3:38])[N:26]=3)=[CH:23][N:24]=[C:19]2[N:18]([C:40]([C:53]2[CH:58]=[CH:57][CH:56]=[CH:55][CH:54]=2)([C:47]2[CH:52]=[CH:51][CH:50]=[CH:49][CH:48]=2)[C:41]2[CH:46]=[CH:45][CH:44]=[CH:43][CH:42]=2)[CH:17]=1)=[O:15])([CH3:12])[CH3:11])([C:4]([CH3:7])([CH3:6])[CH3:5])([CH3:3])[CH3:2].[BH4-].[Na+].[NH4+].[Cl-], predict the reaction product. The product is: [Si:1]([O:8][CH2:9][C:10]([NH:13][C:14]([C:16]1[C:20]2=[N:21][C:22]([C:25]3[C:33]4[C:28](=[CH:29][C:30]([F:34])=[CH:31][CH:32]=4)[N:27]([CH2:35][CH2:36][CH:37]([OH:39])[CH3:38])[N:26]=3)=[CH:23][N:24]=[C:19]2[N:18]([C:40]([C:53]2[CH:54]=[CH:55][CH:56]=[CH:57][CH:58]=2)([C:41]2[CH:42]=[CH:43][CH:44]=[CH:45][CH:46]=2)[C:47]2[CH:48]=[CH:49][CH:50]=[CH:51][CH:52]=2)[CH:17]=1)=[O:15])([CH3:11])[CH3:12])([C:4]([CH3:7])([CH3:5])[CH3:6])([CH3:3])[CH3:2].